Task: Predict the product of the given reaction.. Dataset: Forward reaction prediction with 1.9M reactions from USPTO patents (1976-2016) (1) Given the reactants [C:1]([O:5][C:6]([NH:8][C@H:9]1[CH2:14][CH2:13][C@H:12]([C:15](OC)=[O:16])[CH2:11][CH2:10]1)=[O:7])([CH3:4])([CH3:3])[CH3:2], predict the reaction product. The product is: [OH:16][CH2:15][C@H:12]1[CH2:11][CH2:10][C@H:9]([NH:8][C:6](=[O:7])[O:5][C:1]([CH3:3])([CH3:2])[CH3:4])[CH2:14][CH2:13]1. (2) Given the reactants [CH2:1]([C:3]1[CH:8]=[C:7]([OH:9])[CH:6]=[C:5]([CH2:10][CH3:11])[C:4]=1[C:12]1[CH:17]=[CH:16][CH:15]=[C:14]([CH:18]=[O:19])[CH:13]=1)[CH3:2].CC1C=CC(S(O[CH2:31][CH2:32][CH2:33][S:34]([CH3:37])(=[O:36])=[O:35])(=O)=O)=CC=1.C(=O)([O-])[O-].[K+].[K+].O, predict the reaction product. The product is: [CH2:10]([C:5]1[CH:6]=[C:7]([O:9][CH2:31][CH2:32][CH2:33][S:34]([CH3:37])(=[O:36])=[O:35])[CH:8]=[C:3]([CH2:1][CH3:2])[C:4]=1[C:12]1[CH:17]=[CH:16][CH:15]=[C:14]([CH:18]=[O:19])[CH:13]=1)[CH3:11]. (3) Given the reactants [CH3:1][O:2][C:3](=[O:26])[CH2:4][C:5]1[C:14]([CH3:15])=[C:13](B2OC(C)(C)C(C)(C)O2)[C:12]2[C:7](=[CH:8][CH:9]=[C:10]([Cl:25])[CH:11]=2)[CH:6]=1.Br[C:28]1[CH:33]=[CH:32][C:31]([S:34][C:35]2[C:40]([F:41])=[CH:39][CH:38]=[CH:37][C:36]=2[F:42])=[CH:30][CH:29]=1.C(=O)([O-])[O-].[Na+].[Na+].O, predict the reaction product. The product is: [CH3:1][O:2][C:3](=[O:26])[CH2:4][C:5]1[C:14]([CH3:15])=[C:13]([C:28]2[CH:29]=[CH:30][C:31]([S:34][C:35]3[C:36]([F:42])=[CH:37][CH:38]=[CH:39][C:40]=3[F:41])=[CH:32][CH:33]=2)[C:12]2[C:7](=[CH:8][CH:9]=[C:10]([Cl:25])[CH:11]=2)[CH:6]=1. (4) Given the reactants [N+](=[CH:3][C:4]([O:6][CH2:7][CH3:8])=[O:5])=[N-].[Cl:9][C:10]1[CH:15]=[CH:14][C:13](/[CH:16]=[CH:17]/[CH3:18])=[CH:12][CH:11]=1, predict the reaction product. The product is: [Cl:9][C:10]1[CH:15]=[CH:14][C:13]([C@H:16]2[C@H:17]([CH3:18])[C@H:3]2[C:4]([O:6][CH2:7][CH3:8])=[O:5])=[CH:12][CH:11]=1. (5) Given the reactants [NH:1]1[CH:5]=[C:4]([C:6]([O:8][CH2:9][CH3:10])=[O:7])[N:3]=[CH:2]1.[CH:11]1(B(O)O)[CH2:13][CH2:12]1.C(=O)([O-])[O-].[Na+].[Na+].N1C=CC(C2C=CN=CC=2)=CC=1, predict the reaction product. The product is: [CH:11]1([N:1]2[CH:5]=[C:4]([C:6]([O:8][CH2:9][CH3:10])=[O:7])[N:3]=[CH:2]2)[CH2:13][CH2:12]1. (6) Given the reactants [C:1]([O:5][C:6](=[O:40])[NH:7][C@H:8]([C:12]1[CH:17]=[C:16]([C:18]2[N:22]([CH2:23][CH2:24][O:25][Si:26]([C:29]([CH3:32])([CH3:31])[CH3:30])([CH3:28])[CH3:27])[N:21]=[CH:20][C:19]=2[NH:33][C:34](=[O:39])[C@H:35]([CH3:38])C=C)[CH:15]=[CH:14][N:13]=1)[CH2:9][CH:10]=[CH2:11])([CH3:4])([CH3:3])[CH3:2], predict the reaction product. The product is: [Si:26]([O:25][CH2:24][CH2:23][N:22]1[N:21]=[CH:20][C:19]2[NH:33][C:34](=[O:39])[C@H:35]([CH3:38])[CH:11]=[CH:10][CH2:9][C@H:8]([NH:7][C:6](=[O:40])[O:5][C:1]([CH3:4])([CH3:3])[CH3:2])[C:12]3[CH:17]=[C:16]([CH:15]=[CH:14][N:13]=3)[C:18]1=2)([C:29]([CH3:31])([CH3:30])[CH3:32])([CH3:28])[CH3:27].